This data is from Peptide-MHC class I binding affinity with 185,985 pairs from IEDB/IMGT. The task is: Regression. Given a peptide amino acid sequence and an MHC pseudo amino acid sequence, predict their binding affinity value. This is MHC class I binding data. The peptide sequence is YTFEPHYFY. The binding affinity (normalized) is 0.360. The MHC is HLA-A02:03 with pseudo-sequence HLA-A02:03.